Task: Regression. Given two drug SMILES strings and cell line genomic features, predict the synergy score measuring deviation from expected non-interaction effect.. Dataset: NCI-60 drug combinations with 297,098 pairs across 59 cell lines Drug 1: CCC1(CC2CC(C3=C(CCN(C2)C1)C4=CC=CC=C4N3)(C5=C(C=C6C(=C5)C78CCN9C7C(C=CC9)(C(C(C8N6C)(C(=O)OC)O)OC(=O)C)CC)OC)C(=O)OC)O.OS(=O)(=O)O. Drug 2: CC1CCCC2(C(O2)CC(NC(=O)CC(C(C(=O)C(C1O)C)(C)C)O)C(=CC3=CSC(=N3)C)C)C. Cell line: EKVX. Synergy scores: CSS=21.0, Synergy_ZIP=-0.921, Synergy_Bliss=1.25, Synergy_Loewe=-2.56, Synergy_HSA=1.60.